Dataset: Reaction yield outcomes from USPTO patents with 853,638 reactions. Task: Predict the reaction yield, written as a fraction of the theoretical maximum amount of product (1.0 means a 100% yield; for example, 0.34 means a 34% yield). (1) The reactants are [N+:1]([C:4]1[CH:9]=[CH:8][C:7]([CH3:10])=[C:6]([O:11][CH3:12])[CH:5]=1)([O-:3])=[O:2].CC([O:16][C:17]([CH3:19])=[O:18])=O.OS(O)(=O)=O.[CH3:25][C:26]([OH:28])=[O:27]. No catalyst specified. The product is [N+:1]([C:4]1[CH:9]=[CH:8][C:7]([CH:10]([O:16][C:17](=[O:18])[CH3:19])[O:28][C:26](=[O:27])[CH3:25])=[C:6]([O:11][CH3:12])[CH:5]=1)([O-:3])=[O:2]. The yield is 0.510. (2) The reactants are [CH3:1][C:2]1[C:6]([CH2:7][OH:8])=[CH:5][N:4]([C:9]2[CH:14]=[CH:13][C:12]([C:15]([F:18])([F:17])[F:16])=[CH:11][N:10]=2)[N:3]=1.O[C:20]1[CH:25]=[CH:24][C:23]([CH2:26][CH2:27][C:28]([O:30]C)=[O:29])=[CH:22][CH:21]=1.C1(P(C2C=CC=CC=2)C2C=CC=CC=2)C=CC=CC=1.N(C(OCC)=O)=NC(OCC)=O. The catalyst is C1(C)C=CC=CC=1.O1CCCC1. The product is [CH3:1][C:2]1[C:6]([CH2:7][O:8][C:20]2[CH:25]=[CH:24][C:23]([CH2:26][CH2:27][C:28]([OH:30])=[O:29])=[CH:22][CH:21]=2)=[CH:5][N:4]([C:9]2[CH:14]=[CH:13][C:12]([C:15]([F:18])([F:16])[F:17])=[CH:11][N:10]=2)[N:3]=1. The yield is 0.790.